Dataset: Full USPTO retrosynthesis dataset with 1.9M reactions from patents (1976-2016). Task: Predict the reactants needed to synthesize the given product. (1) Given the product [C:1]([N:4]1[C:12]2[C:7](=[CH:8][C:9]([C:13](=[O:15])[CH3:14])=[CH:10][CH:11]=2)[C:6](=[C:27]([C:25]2[CH:24]=[CH:23][C:22]3[O:17][CH2:18][CH2:19][O:20][C:21]=3[CH:26]=2)[OH:28])[C:5]1=[O:16])(=[O:3])[CH3:2], predict the reactants needed to synthesize it. The reactants are: [C:1]([N:4]1[C:12]2[C:7](=[CH:8][C:9]([C:13](=[O:15])[CH3:14])=[CH:10][CH:11]=2)[CH2:6][C:5]1=[O:16])(=[O:3])[CH3:2].[O:17]1[C:22]2[CH:23]=[CH:24][C:25]([C:27](O)=[O:28])=[CH:26][C:21]=2[O:20][CH2:19][CH2:18]1. (2) Given the product [C:4]([OH:6])(=[O:5])[C:1]([OH:3])=[O:2].[N:9]1([CH2:15][CH2:16][CH:17]2[CH2:25][CH2:24][CH2:23][C:22]3[N:21]([C:26]4[CH:27]=[CH:28][CH:29]=[CH:30][CH:31]=4)[N:20]=[CH:19][C:18]2=3)[CH2:14][CH2:13][O:12][CH2:11][CH2:10]1, predict the reactants needed to synthesize it. The reactants are: [C:1]([C:4]([OH:6])=[O:5])([OH:3])=[O:2].O.O.[N:9]1([CH2:15][CH2:16][CH:17]2[CH2:25][CH2:24][CH2:23][C:22]3[N:21]([C:26]4[CH:31]=[CH:30][CH:29]=[CH:28][CH:27]=4)[N:20]=[CH:19][C:18]2=3)[CH2:14][CH2:13][O:12][CH2:11][CH2:10]1. (3) Given the product [F:20][C:9]1[CH:10]=[CH:11][CH:12]=[C:13]([O:14][C@H:15]([CH2:17][CH:18]=[CH2:19])[CH3:16])[C:8]=1[C:6]1[C:5]([F:21])=[CH:4][CH:3]=[C:2]([B:25]2[O:26][C:27]([CH3:29])([CH3:28])[C:23]([CH3:39])([CH3:22])[O:24]2)[CH:7]=1, predict the reactants needed to synthesize it. The reactants are: Br[C:2]1[CH:3]=[CH:4][C:5]([F:21])=[C:6]([C:8]2[C:13]([O:14][C@H:15]([CH2:17][CH:18]=[CH2:19])[CH3:16])=[CH:12][CH:11]=[CH:10][C:9]=2[F:20])[CH:7]=1.[CH3:22][C:23]1([CH3:39])[C:27]([CH3:29])([CH3:28])[O:26][B:25]([B:25]2[O:26][C:27]([CH3:29])([CH3:28])[C:23]([CH3:39])([CH3:22])[O:24]2)[O:24]1.C([O-])(=O)C.[K+]. (4) Given the product [CH3:21][O:22][C:23](=[O:28])[CH:24]([CH3:27])[CH2:25][NH:26][C:5]1[CH:4]=[C:3]([O:2][CH3:1])[C:12]2[C:7](=[CH:8][CH:9]=[CH:10][CH:11]=2)[N:6]=1, predict the reactants needed to synthesize it. The reactants are: [CH3:1][O:2][C:3]1[C:12]2[C:7](=[CH:8][CH:9]=[CH:10][CH:11]=2)[N:6]=[C:5](OS(C(F)(F)F)(=O)=O)[CH:4]=1.[CH3:21][O:22][C:23](=[O:28])[CH:24]([CH3:27])[CH2:25][NH2:26]. (5) Given the product [O:17]1[C:16]2[CH:20]=[CH:21][C:13]([N:1]3[CH:6]=[CH:5][CH:4]=[CH:3][C:2]3=[O:30])=[CH:14][C:15]=2[O:19][CH2:18]1, predict the reactants needed to synthesize it. The reactants are: [N:1]1[CH:6]=[CH:5][CH:4]=[CH:3][CH:2]=1.FC(F)(F)S(O[C:13]1[C:21]([Si](C)(C)C)=[CH:20][C:16]2[O:17][CH2:18][O:19][C:15]=2[CH:14]=1)(=O)=O.[F-].[K+].[O:30]1CCOCCOCCOCCOCCOCC1. (6) Given the product [Cl:8][C:9]1[C:10]([F:21])=[C:11]([CH:14]=[C:15]([C:17]([F:19])([F:20])[F:18])[CH:16]=1)[C:12]([OH:23])=[O:13], predict the reactants needed to synthesize it. The reactants are: Cl[O-].[Na+].[Br-].[K+].[OH-].[Na+].[Cl:8][C:9]1[C:10]([F:21])=[C:11]([CH:14]=[C:15]([C:17]([F:20])([F:19])[F:18])[CH:16]=1)[CH:12]=[O:13].S([O-])([O-])=[O:23].[Na+].[Na+].Cl. (7) Given the product [NH2:12][C:9]1[CH:10]=[CH:11][C:5]2[O:4][C:3]([C:1]#[N:2])=[CH:7][C:6]=2[CH:8]=1, predict the reactants needed to synthesize it. The reactants are: [C:1]([C:3]1[O:4][C:5]2[CH:11]=[CH:10][C:9]([N+:12]([O-])=O)=[CH:8][C:6]=2[CH:7]=1)#[N:2].[NH4+].[Cl-]. (8) Given the product [O:3]=[CH:1][C@H:30]([C@@H:28]([C@@H:26]([CH2:23][OH:25])[OH:27])[OH:29])[OH:32], predict the reactants needed to synthesize it. The reactants are: [C:1](O)(=[O:3])C.[N+](C1C=C([N+]([O-])=O)C=C(C(O)=O)C=1O)([O-])=O.[OH-].[Na+].[C:23]([CH:26]([CH:28]([C:30]([O-:32])=O)[OH:29])[OH:27])([O-:25])=O.[Na+].[K+]. (9) Given the product [C:1]([C:3]1[S:31][C:6]2[N:7]=[C:8]([C@@H:18]3[CH2:22][C@H:21]([CH3:23])[CH2:20][N:19]3[C:24]([O:26][C:27]([CH3:28])([CH3:29])[CH3:30])=[O:25])[N:9]([CH2:10][O:11][CH2:12][CH2:13][Si:14]([CH3:16])([CH3:17])[CH3:15])[C:5]=2[CH:4]=1)#[CH:32], predict the reactants needed to synthesize it. The reactants are: [CH:1]([C:3]1[S:31][C:6]2[N:7]=[C:8]([C@@H:18]3[CH2:22][C@H:21]([CH3:23])[CH2:20][N:19]3[C:24]([O:26][C:27]([CH3:30])([CH3:29])[CH3:28])=[O:25])[N:9]([CH2:10][O:11][CH2:12][CH2:13][Si:14]([CH3:17])([CH3:16])[CH3:15])[C:5]=2[CH:4]=1)=O.[C:32]([O-])([O-])=O.[K+].[K+]. (10) The reactants are: [CH3:1][O:2][CH2:3][O:4][C:5]1[CH:10]=[CH:9][C:8]([CH2:11][CH2:12][C:13](OCC)=[O:14])=[C:7]([O:18][C:19]2[CH:24]=[CH:23][C:22]([C:25]([F:28])([F:27])[F:26])=[CH:21][N:20]=2)[CH:6]=1.[H-].[Al+3].[Li+].[H-].[H-].[H-].O.O.O.O.O.O.O.O.O.O.S([O-])([O-])(=O)=O.[Na+].[Na+]. Given the product [CH3:1][O:2][CH2:3][O:4][C:5]1[CH:10]=[CH:9][C:8]([CH2:11][CH2:12][CH2:13][OH:14])=[C:7]([O:18][C:19]2[CH:24]=[CH:23][C:22]([C:25]([F:26])([F:27])[F:28])=[CH:21][N:20]=2)[CH:6]=1, predict the reactants needed to synthesize it.